From a dataset of Forward reaction prediction with 1.9M reactions from USPTO patents (1976-2016). Predict the product of the given reaction. (1) Given the reactants [NH2:1][C:2]1[S:3][C:4]2[CH:10]=[C:9]([S:11]([CH3:14])(=[O:13])=[O:12])[CH:8]=[CH:7][C:5]=2[N:6]=1.N1C=CC=CC=1.Cl[C:22]([O:24][C:25]1[CH:30]=[CH:29][C:28]([F:31])=[CH:27][CH:26]=1)=[O:23], predict the reaction product. The product is: [F:31][C:28]1[CH:29]=[CH:30][C:25]([O:24][C:22](=[O:23])[NH:1][C:2]2[S:3][C:4]3[CH:10]=[C:9]([S:11]([CH3:14])(=[O:13])=[O:12])[CH:8]=[CH:7][C:5]=3[N:6]=2)=[CH:26][CH:27]=1. (2) Given the reactants Cl[C:2]1[C:7]([CH2:8][CH:9]([O:13][CH2:14][CH3:15])[O:10][CH2:11][CH3:12])=[C:6]([Cl:16])[N:5]=[CH:4][N:3]=1.[C:17]1(B(O)O)[CH:22]=[CH:21][CH:20]=[CH:19][CH:18]=1.C(=O)([O-])[O-].[K+].[K+], predict the reaction product. The product is: [Cl:16][C:6]1[C:7]([CH2:8][CH:9]([O:13][CH2:14][CH3:15])[O:10][CH2:11][CH3:12])=[C:2]([C:17]2[CH:22]=[CH:21][CH:20]=[CH:19][CH:18]=2)[N:3]=[CH:4][N:5]=1.